Dataset: Forward reaction prediction with 1.9M reactions from USPTO patents (1976-2016). Task: Predict the product of the given reaction. Given the reactants [CH3:1][C:2]([CH3:7])([CH3:6])[C:3](Cl)=[O:4].[CH:8]1([CH2:11][CH2:12][NH:13][C:14]([C:16]2[N:17]=[N:18][C:19]([N:22]3[CH2:27][CH2:26][NH:25][CH2:24][CH2:23]3)=[CH:20][CH:21]=2)=[O:15])[CH2:10][CH2:9]1, predict the reaction product. The product is: [CH:8]1([CH2:11][CH2:12][NH:13][C:14]([C:16]2[N:17]=[N:18][C:19]([N:22]3[CH2:27][CH2:26][N:25]([C:3](=[O:4])[C:2]([CH3:7])([CH3:6])[CH3:1])[CH2:24][CH2:23]3)=[CH:20][CH:21]=2)=[O:15])[CH2:10][CH2:9]1.